Dataset: Forward reaction prediction with 1.9M reactions from USPTO patents (1976-2016). Task: Predict the product of the given reaction. (1) Given the reactants [O:1]1[C:10]2[C:5](=[CH:6][CH:7]=[CH:8][CH:9]=2)[C:4](=O)[CH2:3][CH2:2]1.[NH3:12].C(O)C.[BH4-].[Na+], predict the reaction product. The product is: [O:1]1[C:10]2[C:5](=[CH:6][CH:7]=[CH:8][CH:9]=2)[CH:4]([NH2:12])[CH2:3][CH2:2]1. (2) Given the reactants [NH2:1][C@H:2]([P:6](=[O:9])([OH:8])[OH:7])[CH:3]([CH3:5])[CH3:4].[Cl:10][C:11]1[CH:16]=[CH:15][C:14]([C:17]2[CH:22]=[CH:21][C:20]([S:23](Cl)(=[O:25])=[O:24])=[CH:19][CH:18]=2)=[CH:13][CH:12]=1, predict the reaction product. The product is: [Cl:10][C:11]1[CH:16]=[CH:15][C:14]([C:17]2[CH:22]=[CH:21][C:20]([S:23]([NH:1][C@H:2]([P:6](=[O:8])([OH:7])[OH:9])[CH:3]([CH3:5])[CH3:4])(=[O:25])=[O:24])=[CH:19][CH:18]=2)=[CH:13][CH:12]=1.